From a dataset of Reaction yield outcomes from USPTO patents with 853,638 reactions. Predict the reaction yield, written as a fraction of the theoretical maximum amount of product (1.0 means a 100% yield; for example, 0.34 means a 34% yield). (1) The reactants are [C:1]1([S:7]([N:10]2[C:14]3=[N:15][CH:16]=[C:17]([Cl:19])[CH:18]=[C:13]3[C:12](I)=[CH:11]2)(=[O:9])=[O:8])[CH:6]=[CH:5][CH:4]=[CH:3][CH:2]=1.C([Mg]Cl)(C)C.[CH3:26][S:27][C:28]1[N:33]=[CH:32][C:31]([CH:34]=[O:35])=[CH:30][N:29]=1.[Cl-].[NH4+]. The catalyst is O1CCCC1. The product is [C:1]1([S:7]([N:10]2[C:14]3=[N:15][CH:16]=[C:17]([Cl:19])[CH:18]=[C:13]3[C:12]([CH:34]([C:31]3[CH:30]=[N:29][C:28]([S:27][CH3:26])=[N:33][CH:32]=3)[OH:35])=[CH:11]2)(=[O:9])=[O:8])[CH:6]=[CH:5][CH:4]=[CH:3][CH:2]=1. The yield is 0.796. (2) The reactants are [CH3:1][NH:2][C:3]1[N:8]=[C:7](Cl)[N:6]=[C:5]([Cl:10])[N:4]=1.[Cl:11][C:12]1[CH:13]=[C:14]([CH:16]=[C:17]([Cl:19])[CH:18]=1)[NH2:15].C(Cl)Cl.[K+].[Br-]. No catalyst specified. The product is [Cl:11][C:12]1[CH:13]=[C:14]([NH:15][C:7]2[N:8]=[C:3]([NH:2][CH3:1])[N:4]=[C:5]([Cl:10])[N:6]=2)[CH:16]=[C:17]([Cl:19])[CH:18]=1. The yield is 0.100. (3) The reactants are [C:1]1([CH3:53])[CH:6]=[CH:5][CH:4]=[C:3]([N:7]([C:46]2[CH:47]=[C:48]([CH3:52])[CH:49]=[CH:50][CH:51]=2)[C:8]2[CH:9]=[C:10]3[C:30]([C:31]4([C:44]5[CH:43]=[CH:42][CH:41]=[CH:40][C:39]=5[C:38]5[C:33]4=[CH:34][CH:35]=[CH:36][CH:37]=5)[CH:32]=2)=[C:29]2[C:12]([CH:13]=[C:14]4[C:27](=[CH:28]2)[C:26]2[CH:25]=[CH:24][C:23]([OH:45])=[CH:22][C:21]=2[C:20]2[CH:19]=[CH:18][CH:17]=[CH:16][C:15]4=2)=[CH:11]3)[CH:2]=1.N1C=CC=CC=1.[F:60][C:61]([F:74])([F:73])[S:62](O[S:62]([C:61]([F:74])([F:73])[F:60])(=[O:64])=[O:63])(=[O:64])=[O:63]. The catalyst is ClCCl. The product is [F:60][C:61]([F:74])([F:73])[S:62]([O:45][C:23]1[CH:24]=[CH:25][C:26]2[C:27]3[C:14]([C:15]4[CH:16]=[CH:17][CH:18]=[CH:19][C:20]=4[C:21]=2[CH:22]=1)=[CH:13][C:12]1=[CH:11][C:10]2[C:30]([C:31]4([C:44]5[CH:43]=[CH:42][CH:41]=[CH:40][C:39]=5[C:38]5[C:33]4=[CH:34][CH:35]=[CH:36][CH:37]=5)[CH:32]=[C:8]([N:7]([C:3]4[CH:2]=[C:1]([CH3:53])[CH:6]=[CH:5][CH:4]=4)[C:46]4[CH:47]=[C:48]([CH3:52])[CH:49]=[CH:50][CH:51]=4)[CH:9]=2)=[C:29]1[CH:28]=3)(=[O:64])=[O:63]. The yield is 0.790. (4) The reactants are C([Li])(CC)C.[F:6][C:7]1[CH:12]=[CH:11][N:10]=[C:9]2[N:13]([Si:16]([CH:23]([CH3:25])[CH3:24])([CH:20]([CH3:22])[CH3:21])[CH:17]([CH3:19])[CH3:18])[CH:14]=[CH:15][C:8]=12.CC1(C)[C@@]23C4(ON4S(=O)(=[O:34])C2)C[C@@H]1CC3.[Cl-].[NH4+]. The catalyst is C1COCC1.O.C(#N)C. The product is [F:6][C:7]1[C:12]([OH:34])=[CH:11][N:10]=[C:9]2[N:13]([Si:16]([CH:20]([CH3:22])[CH3:21])([CH:23]([CH3:25])[CH3:24])[CH:17]([CH3:18])[CH3:19])[CH:14]=[CH:15][C:8]=12. The yield is 0.490. (5) The reactants are Cl[C:2]1[N:7]=[CH:6][N:5]=[C:4]([N:8]2[CH2:13][CH2:12][N:11]([C:14]([O:16][C:17]([CH3:20])([CH3:19])[CH3:18])=[O:15])[CH2:10][CH2:9]2)[CH:3]=1.[F:21][C:22]1[CH:27]=[CH:26][CH:25]=[CH:24][C:23]=1B(O)O.C(=O)([O-])[O-].[Na+].[Na+].C1(C)C=CC=CC=1. The catalyst is O. The product is [F:21][C:22]1[CH:27]=[CH:26][CH:25]=[CH:24][C:23]=1[C:2]1[N:7]=[CH:6][N:5]=[C:4]([N:8]2[CH2:13][CH2:12][N:11]([C:14]([O:16][C:17]([CH3:20])([CH3:19])[CH3:18])=[O:15])[CH2:10][CH2:9]2)[CH:3]=1. The yield is 0.890. (6) The reactants are [C:1]1([C:7]2[CH:12]=[C:11]([CH:13]3[CH2:18][NH:17][S:16](=[O:20])(=[O:19])[NH:15][CH2:14]3)[CH:10]=[CH:9][C:8]=2[NH:21][C:22]([C:24]2[N:25](COCC[Si](C)(C)C)[CH:26]=[C:27]([C:29]#[N:30])[N:28]=2)=[O:23])[CH2:6][CH2:5][CH2:4][CH2:3][CH:2]=1.C(N)CN.[F-].C([N+](CCCC)(CCCC)CCCC)CCC. The product is [C:1]1([C:7]2[CH:12]=[C:11]([CH:13]3[CH2:18][NH:17][S:16](=[O:19])(=[O:20])[NH:15][CH2:14]3)[CH:10]=[CH:9][C:8]=2[NH:21][C:22]([C:24]2[NH:25][CH:26]=[C:27]([C:29]#[N:30])[N:28]=2)=[O:23])[CH2:6][CH2:5][CH2:4][CH2:3][CH:2]=1. The catalyst is CN(C=O)C. The yield is 0.680.